This data is from Reaction yield outcomes from USPTO patents with 853,638 reactions. The task is: Predict the reaction yield, written as a fraction of the theoretical maximum amount of product (1.0 means a 100% yield; for example, 0.34 means a 34% yield). The reactants are [CH3:1][O:2][C:3]1[N:8]=[C:7]([CH3:9])[C:6]([NH2:10])=[CH:5][CH:4]=1.[C:11](Cl)(Cl)=[S:12]. The catalyst is O1CCCC1.C(=O)([O-])O.[Na+]. The product is [N:10]([C:6]1[C:7]([CH3:9])=[N:8][C:3]([O:2][CH3:1])=[CH:4][CH:5]=1)=[C:11]=[S:12]. The yield is 0.410.